Dataset: Reaction yield outcomes from USPTO patents with 853,638 reactions. Task: Predict the reaction yield, written as a fraction of the theoretical maximum amount of product (1.0 means a 100% yield; for example, 0.34 means a 34% yield). The reactants are [CH3:1][O:2][C:3]1[CH:4]=[C:5]2[C:10](=[CH:11][C:12]=1[O:13][CH3:14])[N:9]=[CH:8][CH:7]=[C:6]2[O:15][C:16]1[CH:22]=[CH:21][C:19]([NH2:20])=[C:18]([CH3:23])[C:17]=1[CH3:24].[CH2:25]([N:27]([CH2:30][CH3:31])[CH2:28][CH3:29])[CH3:26].[C:32](Cl)(Cl)=[S:33].[CH2:36]([N:38](CC)CC(N)C)C. The catalyst is CN(C)C=O.C(OCC)(=O)C. The product is [CH3:1][O:2][C:3]1[CH:4]=[C:5]2[C:10](=[CH:11][C:12]=1[O:13][CH3:14])[N:9]=[CH:8][CH:7]=[C:6]2[O:15][C:16]1[CH:22]=[CH:21][C:19]([NH:20][C:32]([NH:38][CH2:36][CH2:26][CH2:25][N:27]([CH2:30][CH3:31])[CH2:28][CH3:29])=[S:33])=[C:18]([CH3:23])[C:17]=1[CH3:24]. The yield is 0.450.